From a dataset of Reaction yield outcomes from USPTO patents with 853,638 reactions. Predict the reaction yield, written as a fraction of the theoretical maximum amount of product (1.0 means a 100% yield; for example, 0.34 means a 34% yield). (1) The reactants are [C:1]([Si:5]([C:23]1[CH:28]=[CH:27][CH:26]=[CH:25][CH:24]=1)([C:17]1[CH:22]=[CH:21][CH:20]=[CH:19][CH:18]=1)[O:6][CH2:7][CH2:8][C:9]([C:11]1[CH:16]=[CH:15][CH:14]=[CH:13][CH:12]=1)=[CH2:10])([CH3:4])([CH3:3])[CH3:2].[N+](=[C:31]([C:36]([O:38][CH3:39])=[O:37])[C:32]([O:34][CH3:35])=[O:33])=[N-]. The catalyst is C(Cl)(Cl)Cl.C([O-])(=O)C.[Rh+2].C([O-])(=O)C. The product is [CH3:35][O:34][C:32]([C:31]1([C:36]([O:38][CH3:39])=[O:37])[CH2:10][C:9]1([CH2:8][CH2:7][O:6][Si:5]([C:1]([CH3:2])([CH3:4])[CH3:3])([C:17]1[CH:18]=[CH:19][CH:20]=[CH:21][CH:22]=1)[C:23]1[CH:24]=[CH:25][CH:26]=[CH:27][CH:28]=1)[C:11]1[CH:12]=[CH:13][CH:14]=[CH:15][CH:16]=1)=[O:33]. The yield is 0.700. (2) The reactants are Br[C:2]1[CH:3]=[CH:4][C:5]([F:9])=[C:6]([CH3:8])[CH:7]=1.[Li]CCCC.[B:15](OC(C)C)([O:20]C(C)C)[O:16]C(C)C. The product is [F:9][C:5]1[CH:4]=[CH:3][C:2]([B:15]([OH:20])[OH:16])=[CH:7][C:6]=1[CH3:8]. The catalyst is C1COCC1. The yield is 0.840.